Dataset: Full USPTO retrosynthesis dataset with 1.9M reactions from patents (1976-2016). Task: Predict the reactants needed to synthesize the given product. (1) Given the product [OH:12][C:8]1[CH:9]=[CH:10][C:11]([C:13]2([C:11]3[CH:10]=[CH:9][C:8]([OH:12])=[CH:7][C:6]=3[N:3]([CH2:4][CH3:5])[CH2:1][CH3:2])[C:14]3[C:15](=[CH:19][CH:20]=[CH:21][CH:22]=3)[C:16](=[O:17])[O:18]2)=[C:6]([N:3]([CH2:4][CH3:5])[CH2:1][CH3:2])[CH:7]=1, predict the reactants needed to synthesize it. The reactants are: [CH2:1]([N:3]([C:6]1[CH:7]=[C:8]([OH:12])[CH:9]=[CH:10][CH:11]=1)[CH2:4][CH3:5])[CH3:2].[C:13]1(=O)[O:18][C:16](=[O:17])[C:15]2=[CH:19][CH:20]=[CH:21][CH:22]=[C:14]12. (2) The reactants are: [OH:1][C@H:2]([C:11]1[CH:20]=[CH:19][C:14]2[C:15](=[O:18])[O:16][CH2:17][C:13]=2[C:12]=1[CH3:21])[CH2:3][N:4]1[CH2:9][CH2:8][NH:7][C:6](=[O:10])[CH2:5]1.Cl[C:23]1[S:24][C:25]2[CH:31]=[C:30]([C:32]#[N:33])[CH:29]=[CH:28][C:26]=2[N:27]=1.CC1(C)C2C(=C(P(C3C=CC=CC=3)C3C=CC=CC=3)C=CC=2)OC2C(P(C3C=CC=CC=3)C3C=CC=CC=3)=CC=CC1=2.C([O-])([O-])=O.[Cs+].[Cs+]. Given the product [OH:1][C@H:2]([C:11]1[CH:20]=[CH:19][C:14]2[C:15](=[O:18])[O:16][CH2:17][C:13]=2[C:12]=1[CH3:21])[CH2:3][N:4]1[CH2:9][CH2:8][N:7]([C:23]2[S:24][C:25]3[CH:31]=[C:30]([C:32]#[N:33])[CH:29]=[CH:28][C:26]=3[N:27]=2)[C:6](=[O:10])[CH2:5]1, predict the reactants needed to synthesize it.